Dataset: Full USPTO retrosynthesis dataset with 1.9M reactions from patents (1976-2016). Task: Predict the reactants needed to synthesize the given product. (1) Given the product [Si:25]([O:15][C:11]1[CH:10]=[C:9]2[C:14]([C:6]([CH:2]3[CH2:3][CH2:4][CH2:5]3)=[N:7][NH:8]2)=[CH:13][CH:12]=1)([C:22]([CH3:24])([CH3:23])[CH3:21])([C:32]1[CH:33]=[CH:34][CH:35]=[CH:36][CH:37]=1)[C:26]1[CH:31]=[CH:30][CH:29]=[CH:28][CH:27]=1, predict the reactants needed to synthesize it. The reactants are: Cl.[CH:2]1([C:6]2[C:14]3[C:9](=[CH:10][C:11]([OH:15])=[CH:12][CH:13]=3)[NH:8][N:7]=2)[CH2:5][CH2:4][CH2:3]1.N1C=CN=C1.[CH3:21][C:22]([Si:25](Cl)([C:32]1[CH:37]=[CH:36][CH:35]=[CH:34][CH:33]=1)[C:26]1[CH:31]=[CH:30][CH:29]=[CH:28][CH:27]=1)([CH3:24])[CH3:23].O. (2) The reactants are: Br[C:2]1[N:7]=[C:6]([Cl:8])[C:5]([NH2:9])=[C:4]([Cl:10])[CH:3]=1.[C:11]1(B(O)O)[CH:16]=[CH:15][CH:14]=[CH:13][CH:12]=1.C([O-])([O-])=O.[K+].[K+]. Given the product [Cl:8][C:6]1[C:5]([NH2:9])=[C:4]([Cl:10])[CH:3]=[C:2]([C:11]2[CH:16]=[CH:15][CH:14]=[CH:13][CH:12]=2)[N:7]=1, predict the reactants needed to synthesize it. (3) Given the product [NH2:8][C:4]1[C:3]([N+:9]([O-:11])=[O:10])=[C:2]([CH:7]=[CH:6][N:5]=1)[CH:1]=[O:13], predict the reactants needed to synthesize it. The reactants are: [CH3:1][C:2]1[CH:7]=[CH:6][N:5]=[C:4]([NH2:8])[C:3]=1[N+:9]([O-:11])=[O:10].[Se](=O)=[O:13]. (4) Given the product [F:25][C:20]1[CH:21]=[CH:22][CH:23]=[CH:24][C:19]=1[C:10]1[CH:9]=[C:8]2[C:13]([C@@:14]3([CH3:18])[C:15]([CH3:17])([CH3:16])[C@@H:7]2[CH2:6][C@H:5]3[C:3]([OH:4])=[O:2])=[N:12][N:11]=1, predict the reactants needed to synthesize it. The reactants are: C[O:2][C:3]([C@H:5]1[C@:14]2([CH3:18])[C:15]([CH3:17])([CH3:16])[C@@H:7]([C:8]3[C:13]2=[N:12][N:11]=[C:10]([C:19]2[CH:24]=[CH:23][CH:22]=[CH:21][C:20]=2[F:25])[CH:9]=3)[CH2:6]1)=[O:4].[OH-].[Na+]. (5) Given the product [Cl:1][C:2]1[CH:3]=[C:4]([NH:19][S:35]([C:34]2[N:33]3[C:29]([S:30][CH:31]=[CH:32]3)=[N:28][C:27]=2[Cl:26])(=[O:36])=[O:37])[CH:5]=[CH:6][C:7]=1[S:8][C:9]1[CH:18]=[CH:17][C:16]2[C:11](=[CH:12][CH:13]=[CH:14][CH:15]=2)[CH:10]=1, predict the reactants needed to synthesize it. The reactants are: [Cl:1][C:2]1[CH:3]=[C:4]([NH2:19])[CH:5]=[CH:6][C:7]=1[S:8][C:9]1[CH:18]=[CH:17][C:16]2[C:11](=[CH:12][CH:13]=[CH:14][CH:15]=2)[CH:10]=1.N1C=CC=CC=1.[Cl:26][C:27]1[N:28]=[C:29]2[N:33]([C:34]=1[S:35](Cl)(=[O:37])=[O:36])[CH:32]=[CH:31][S:30]2.